Task: Regression/Classification. Given a drug SMILES string, predict its absorption, distribution, metabolism, or excretion properties. Task type varies by dataset: regression for continuous measurements (e.g., permeability, clearance, half-life) or binary classification for categorical outcomes (e.g., BBB penetration, CYP inhibition). For this dataset (solubility_aqsoldb), we predict Y.. Dataset: Aqueous solubility values for 9,982 compounds from the AqSolDB database (1) The drug is CC(=O)OC1(C(C)=O)CCC2C3C=C(Cl)C4=CC(=O)C=CC4(C)C3CCC21C. The Y is -4.95 log mol/L. (2) The molecule is CC(=O)OCCS. The Y is -1.50 log mol/L. (3) The compound is Cc1c2c(cc3c1ccc1ccccc13)CCCC2. The Y is -6.75 log mol/L. (4) The compound is O=Cc1ccc(Br)o1. The Y is -1.54 log mol/L. (5) The drug is CNC(=O)O/N=C(/C)C(C)SC. The Y is -0.735 log mol/L. (6) The compound is Nc1cccc2nc3ccccc3cc12. The Y is -4.22 log mol/L. (7) The molecule is CC1CCCC(C)N1C(=O)COC(=O)c1ccccc1. The Y is -3.26 log mol/L. (8) The molecule is O=C(O)c1cc(Nc2ccccc2)c(C(=O)O)cc1Nc1ccccc1. The Y is -4.99 log mol/L. (9) The drug is CCCCI. The Y is -2.96 log mol/L. (10) The Y is -9.00 log mol/L. The drug is Clc1cc(Cl)c2c(c1)Oc1c(Cl)cc(Cl)cc1O2.